This data is from Catalyst prediction with 721,799 reactions and 888 catalyst types from USPTO. The task is: Predict which catalyst facilitates the given reaction. (1) Reactant: [CH2:1]([O:8][C:9]([C:11]1[C:19]2[C:14](=[CH:15][CH:16]=[C:17]([O:20][CH:21]3[CH2:25][CH2:24][N:23](CC4C=CC=CC=4)[CH2:22]3)[CH:18]=2)[NH:13][C:12]=1[CH3:33])=[O:10])[C:2]1[CH:7]=[CH:6][CH:5]=[CH:4][CH:3]=1.[Cl:34]C(OC(Cl)C)=O.CCCCCC.C(OCC)(=O)C. Product: [ClH:34].[CH2:1]([O:8][C:9]([C:11]1[C:19]2[C:14](=[CH:15][CH:16]=[C:17]([O:20][CH:21]3[CH2:25][CH2:24][NH:23][CH2:22]3)[CH:18]=2)[NH:13][C:12]=1[CH3:33])=[O:10])[C:2]1[CH:3]=[CH:4][CH:5]=[CH:6][CH:7]=1. The catalyst class is: 26. (2) Reactant: [CH3:1][N:2]1[CH2:15][CH2:14][C:5]2[NH:6][C:7]3[CH:8]=[CH:9][C:10]([CH3:13])=[CH:11][C:12]=3[C:4]=2[CH2:3]1.[H-].[Na+].[CH3:18][C:19]1[CH:24]=[C:23]([C:25]2([CH3:28])[CH2:27][O:26]2)[CH:22]=[C:21]([CH3:29])[N:20]=1. Product: [CH3:1][N:2]1[CH2:15][CH2:14][C:5]2[N:6]([CH2:28][C:25]([C:23]3[CH:24]=[C:19]([CH3:18])[N:20]=[C:21]([CH3:29])[CH:22]=3)([OH:26])[CH3:27])[C:7]3[CH:8]=[CH:9][C:10]([CH3:13])=[CH:11][C:12]=3[C:4]=2[CH2:3]1. The catalyst class is: 3. (3) Reactant: C([CH:3]([OH:22])[CH2:4][CH2:5][CH2:6][C:7]1[C:8]([O:19][CH2:20][CH3:21])=[N:9][N:10]([CH2:12][C:13]2[CH:18]=[CH:17][CH:16]=[CH:15][CH:14]=2)[CH:11]=1)C.O[C:24]1[CH:25]=[C:26]([CH:36]=[CH:37][CH:38]=1)[O:27][C:28]([CH3:35])([CH3:34])[C:29]([O:31][CH2:32][CH3:33])=[O:30].C(P(CCCC)CCCC)CCC.N(C(N1CCCCC1)=O)=NC(N1CCCCC1)=O. Product: [CH2:12]([N:10]1[CH:11]=[C:7]([CH2:6][CH2:5][CH2:4][CH2:3][O:22][C:24]2[CH:25]=[C:26]([CH:36]=[CH:37][CH:38]=2)[O:27][C:28]([CH3:34])([CH3:35])[C:29]([O:31][CH2:32][CH3:33])=[O:30])[C:8]([O:19][CH2:20][CH3:21])=[N:9]1)[C:13]1[CH:14]=[CH:15][CH:16]=[CH:17][CH:18]=1. The catalyst class is: 7.